Dataset: Forward reaction prediction with 1.9M reactions from USPTO patents (1976-2016). Task: Predict the product of the given reaction. (1) Given the reactants [Cl:1][C:2]1[CH:7]=[CH:6][C:5]([CH:8]([C:36]2[CH:41]=[CH:40][C:39]([Cl:42])=[CH:38][CH:37]=2)[C:9]2[CH:10]=[C:11]3[C:16](=[CH:17][CH:18]=2)[N:15]=[CH:14][N:13]=[C:12]3[NH:19][CH:20]2[CH2:25][CH2:24][N:23]([S:26]([C:29]3[CH:34]=[CH:33][C:32]([OH:35])=[CH:31][CH:30]=3)(=[O:28])=[O:27])[CH2:22][CH2:21]2)=[CH:4][CH:3]=1.Br[CH2:44][C:45]([O:47][CH2:48][CH3:49])=[O:46].C([O-])([O-])=O.[Cs+].[Cs+], predict the reaction product. The product is: [Cl:1][C:2]1[CH:7]=[CH:6][C:5]([CH:8]([C:36]2[CH:37]=[CH:38][C:39]([Cl:42])=[CH:40][CH:41]=2)[C:9]2[CH:10]=[C:11]3[C:16](=[CH:17][CH:18]=2)[N:15]=[CH:14][N:13]=[C:12]3[NH:19][CH:20]2[CH2:21][CH2:22][N:23]([S:26]([C:29]3[CH:34]=[CH:33][C:32]([O:35][CH2:44][C:45]([O:47][CH2:48][CH3:49])=[O:46])=[CH:31][CH:30]=3)(=[O:28])=[O:27])[CH2:24][CH2:25]2)=[CH:4][CH:3]=1. (2) Given the reactants [NH2:1][C@@H:2]([CH2:5][CH3:6])[CH2:3][OH:4].C(N(C(C)C)CC)(C)C.[C:16](Cl)([C:29]1[CH:34]=[CH:33][CH:32]=[CH:31][CH:30]=1)([C:23]1[CH:28]=[CH:27][CH:26]=[CH:25][CH:24]=1)[C:17]1[CH:22]=[CH:21][CH:20]=[CH:19][CH:18]=1.CCCCCC, predict the reaction product. The product is: [C:16]([NH:1][C@@H:2]([CH2:5][CH3:6])[CH2:3][OH:4])([C:17]1[CH:22]=[CH:21][CH:20]=[CH:19][CH:18]=1)([C:29]1[CH:30]=[CH:31][CH:32]=[CH:33][CH:34]=1)[C:23]1[CH:24]=[CH:25][CH:26]=[CH:27][CH:28]=1. (3) Given the reactants [C:1]([NH:6][C@H:7]([C:13]([OH:15])=[O:14])[CH2:8][CH2:9]C(O)=O)(=[O:5])[C:2]([CH3:4])=[CH2:3].NC(C(O)=O)C[CH2:19][S:20]C.[OH-].[Na+].C(Cl)(=O)C(C)=C, predict the reaction product. The product is: [C:1]([NH:6][CH:7]([C:13]([OH:15])=[O:14])[CH2:8][CH2:9][S:20][CH3:19])(=[O:5])[C:2]([CH3:4])=[CH2:3]. (4) Given the reactants [Cl:1][C:2]1[CH:7]=[C:6]([NH:8][C:9]2[C:10](=O)[C:11](=[O:15])[C:12]=2[O:13]C)[CH:5]=[CH:4][N:3]=1.[CH2:17](O)[CH3:18], predict the reaction product. The product is: [Cl:1][C:2]1[CH:7]=[C:6]([NH:8][C:9]2[C:12](=[O:13])[C:11](=[O:15])[C:10]=2[NH:3][C@@H:2]([C:18]2[CH:17]=[CH:11][CH:12]=[CH:9][CH:10]=2)[CH3:7])[CH:5]=[CH:4][N:3]=1. (5) Given the reactants [F:1][C:2]1[CH:7]=[CH:6][CH:5]=[C:4]([F:8])[C:3]=1[N:9]1[C:14](=[O:15])[CH:13]=[CH:12][C:11]2[C:16]([NH:33][C:34]3[CH:39]=[CH:38][C:37]([F:40])=[C:36]([CH3:41])[N:35]=3)=[C:17]([C:19]([N:21]3[CH2:25][CH2:24][C@@H:23]([O:26]C4CCCCO4)[CH2:22]3)=[O:20])[S:18][C:10]1=2.C(O)C.Cl.[OH-].[Na+], predict the reaction product. The product is: [F:8][C:4]1[CH:5]=[CH:6][CH:7]=[C:2]([F:1])[C:3]=1[N:9]1[C:14](=[O:15])[CH:13]=[CH:12][C:11]2[C:16]([NH:33][C:34]3[CH:39]=[CH:38][C:37]([F:40])=[C:36]([CH3:41])[N:35]=3)=[C:17]([C:19]([N:21]3[CH2:25][CH2:24][C@@H:23]([OH:26])[CH2:22]3)=[O:20])[S:18][C:10]1=2. (6) Given the reactants C[O:2][C:3]([C:5]1[CH:6]=[CH:7][C:8]2[CH:12]=[CH:11][S:10][C:9]=2[C:13]=1[O:14][CH2:15][C:16]1[CH:21]=[CH:20][C:19]([C:22]([F:25])([F:24])[F:23])=[CH:18][CH:17]=1)=[O:4].[Li+].[OH-].Cl, predict the reaction product. The product is: [F:24][C:22]([F:23])([F:25])[C:19]1[CH:20]=[CH:21][C:16]([CH2:15][O:14][C:13]2[C:9]3[S:10][CH:11]=[CH:12][C:8]=3[CH:7]=[CH:6][C:5]=2[C:3]([OH:4])=[O:2])=[CH:17][CH:18]=1. (7) Given the reactants C(O)(C(F)(F)F)=O.[CH2:8]([O:50][CH:51]1[C@H:55]2[C@H:56](OC3CCCCO3)[N:57](C(OC(C)(C)C)=O)[C:58]3[CH:65]=[CH:64][C:63]([O:66][CH3:67])=[CH:62][C:59]=3[C:60](=[O:61])[N:54]2[CH2:53][C:52]1=[CH2:82])[CH2:9][CH2:10][CH2:11][CH2:12][CH2:13][CH2:14][CH2:15][CH2:16][O:17][CH:18]1[C@H:22]2[C@H:23](OC3CCCCO3)[N:24](C(OC(C)(C)C)=O)[C:25]3[CH:32]=[CH:31][C:30]([O:33][CH3:34])=[CH:29][C:26]=3[C:27](=[O:28])[N:21]2[CH2:20][C:19]1=[CH2:49].C([O-])(O)=O.[Na+], predict the reaction product. The product is: [CH2:16]([O:17][CH:18]1[C@@H:22]2[CH:23]=[N:24][C:25]3[CH:32]=[CH:31][C:30]([O:33][CH3:34])=[CH:29][C:26]=3[C:27](=[O:28])[N:21]2[CH2:20][C:19]1=[CH2:49])[CH2:15][CH2:14][CH2:13][CH2:12][CH2:11][CH2:10][CH2:9][CH2:8][O:50][CH:51]1[C@@H:55]2[CH:56]=[N:57][C:58]3[CH:65]=[CH:64][C:63]([O:66][CH3:67])=[CH:62][C:59]=3[C:60](=[O:61])[N:54]2[CH2:53][C:52]1=[CH2:82].